From a dataset of Peptide-MHC class I binding affinity with 185,985 pairs from IEDB/IMGT. Regression. Given a peptide amino acid sequence and an MHC pseudo amino acid sequence, predict their binding affinity value. This is MHC class I binding data. (1) The peptide sequence is TSSARSSEW. The binding affinity (normalized) is 0.0847. The MHC is HLA-B46:01 with pseudo-sequence HLA-B46:01. (2) The peptide sequence is RIRSERPAF. The MHC is HLA-B08:01 with pseudo-sequence HLA-B08:01. The binding affinity (normalized) is 0.286. (3) The peptide sequence is FLRGRAYGI. The binding affinity (normalized) is 0.0322. The MHC is Patr-A0901 with pseudo-sequence Patr-A0901. (4) The peptide sequence is LVVGEKACL. The MHC is HLA-A24:02 with pseudo-sequence HLA-A24:02. The binding affinity (normalized) is 0.